From a dataset of Reaction yield outcomes from USPTO patents with 853,638 reactions. Predict the reaction yield, written as a fraction of the theoretical maximum amount of product (1.0 means a 100% yield; for example, 0.34 means a 34% yield). (1) The reactants are [CH:1]1([CH:4]([C:6]2[CH:11]=[CH:10][CH:9]=[CH:8][C:7]=2[CH3:12])[NH2:5])[CH2:3][CH2:2]1.[O:13]1[CH2:18][CH2:17][N:16]([C:19]2[CH:24]=[CH:23][C:22]([C:25]3[C:33]4[C:28](=[CH:29][CH:30]=[C:31]([C:34](O)=[O:35])[CH:32]=4)[NH:27][N:26]=3)=[CH:21][CH:20]=2)[CH2:15][CH2:14]1.CN(C(ON1N=NC2C=CC=CC1=2)=[N+](C)C)C.[B-](F)(F)(F)F.CCN(C(C)C)C(C)C. The catalyst is CN(C=O)C. The product is [CH:1]1([CH:4]([C:6]2[CH:11]=[CH:10][CH:9]=[CH:8][C:7]=2[CH3:12])[NH:5][C:34]([C:31]2[CH:32]=[C:33]3[C:28](=[CH:29][CH:30]=2)[NH:27][N:26]=[C:25]3[C:22]2[CH:23]=[CH:24][C:19]([N:16]3[CH2:17][CH2:18][O:13][CH2:14][CH2:15]3)=[CH:20][CH:21]=2)=[O:35])[CH2:2][CH2:3]1. The yield is 0.380. (2) The product is [CH2:1]([C:8]1[O:9][C:10]2[CH:30]=[CH:29][CH:28]=[CH:27][C:11]=2[C:12]=1[C:13]1[CH:18]=[CH:17][C:16]([C:19]2[CH:24]=[CH:23][C:22]([CH2:25][OH:26])=[CH:21][CH:20]=2)=[CH:15][CH:14]=1)[C:2]1[CH:7]=[CH:6][CH:5]=[CH:4][CH:3]=1. The reactants are [CH2:1]([C:8]1[O:9][C:10]2[CH:30]=[CH:29][CH:28]=[CH:27][C:11]=2[C:12]=1[C:13]1[CH:18]=[CH:17][C:16]([C:19]2[CH:24]=[CH:23][C:22]([CH:25]=[O:26])=[CH:21][CH:20]=2)=[CH:15][CH:14]=1)[C:2]1[CH:7]=[CH:6][CH:5]=[CH:4][CH:3]=1.[BH4-].[Na+].O. The catalyst is C(O)C.O1CCCC1. The yield is 0.990. (3) The reactants are FC(F)(F)C(O)=O.[CH3:8][O:9][C:10]1([CH3:23])[CH2:15][CH2:14][N:13](C(OC(C)(C)C)=O)[CH2:12][CH2:11]1. The catalyst is ClCCl. The product is [CH3:8][O:9][C:10]1([CH3:23])[CH2:15][CH2:14][NH:13][CH2:12][CH2:11]1. The yield is 0.552. (4) The product is [CH3:24][C:18]1[CH:19]=[C:20]([CH3:23])[CH:21]=[CH:22][C:17]=1[C:16]1[NH:8][N:9]=[C:10]2[C:15]=1[C:14](=[O:25])[N:13]([CH3:26])[C:12]([N:27]([CH2:31][CH2:32][CH3:33])[CH2:28][CH2:29][CH3:30])=[N:11]2. The catalyst is [OH-].[Pd+2].[OH-].C(O)C. The yield is 0.825. The reactants are C([N:8]1[C:16]([C:17]2[CH:22]=[CH:21][C:20]([CH3:23])=[CH:19][C:18]=2[CH3:24])=[C:15]2[C:10]([N:11]=[C:12]([N:27]([CH2:31][CH2:32][CH3:33])[CH2:28][CH2:29][CH3:30])[N:13]([CH3:26])[C:14]2=[O:25])=[N:9]1)C1C=CC=CC=1. (5) The reactants are [CH2:1]([C:3]1[CH:4]=[C:5]([C:22]([O:24]C)=[O:23])[C:6](=[O:21])[NH:7][C:8]=1[C:9]1[CH:14]=[CH:13][C:12]([N:15]2[CH2:19][CH2:18][CH:17](O)[CH2:16]2)=[CH:11][CH:10]=1)[CH3:2].CCN(CC)CC.[N-:33]=[N+:34]=[N-:35].[Na+].[Li+].[OH-].Cl. The catalyst is C(Cl)Cl.O. The product is [N:33]([CH:17]1[CH2:18][CH2:19][N:15]([C:12]2[CH:13]=[CH:14][C:9]([C:8]3[NH:7][C:6](=[O:21])[C:5]([C:22]([OH:24])=[O:23])=[CH:4][C:3]=3[CH2:1][CH3:2])=[CH:10][CH:11]=2)[CH2:16]1)=[N+:34]=[N-:35]. The yield is 0.130. (6) The reactants are Cl[C:2]1[N:7]=[CH:6][N:5]=[C:4]([NH2:8])[CH:3]=1.[CH3:9][O:10][C:11]1[CH:12]=[C:13](B(O)O)[CH:14]=[CH:15][CH:16]=1.C([O-])([O-])=O.[Na+].[Na+]. The catalyst is COCCOC.CCO.O.Cl[Pd](Cl)([P](C1C=CC=CC=1)(C1C=CC=CC=1)C1C=CC=CC=1)[P](C1C=CC=CC=1)(C1C=CC=CC=1)C1C=CC=CC=1. The product is [CH3:9][O:10][C:11]1[CH:16]=[C:15]([C:2]2[N:7]=[CH:6][N:5]=[C:4]([NH2:8])[CH:3]=2)[CH:14]=[CH:13][CH:12]=1. The yield is 0.700. (7) The reactants are [CH:1]([O:4][C:5](=[O:28])[NH:6][C@@H:7]1[CH2:27][C:10]2[N:11]([CH2:20][C@@H:21]3[C@@H:25]([OH:26])[CH2:24][CH2:23][NH:22]3)[C:12]3[CH:13]=[CH:14][C:15]([C:18]#[N:19])=[CH:16][C:17]=3[C:9]=2[CH2:8]1)([CH3:3])[CH3:2].[CH:29](=O)[CH3:30].C(O[BH-](OC(=O)C)OC(=O)C)(=O)C.[Na+].C(=O)(O)[O-].[Na+]. The catalyst is C(#N)C.ClCCl. The product is [CH:1]([O:4][C:5](=[O:28])[NH:6][C@@H:7]1[CH2:27][C:10]2[N:11]([CH2:20][C@@H:21]3[C@@H:25]([OH:26])[CH2:24][CH2:23][N:22]3[CH2:29][CH3:30])[C:12]3[CH:13]=[CH:14][C:15]([C:18]#[N:19])=[CH:16][C:17]=3[C:9]=2[CH2:8]1)([CH3:3])[CH3:2]. The yield is 0.310.